From a dataset of Full USPTO retrosynthesis dataset with 1.9M reactions from patents (1976-2016). Predict the reactants needed to synthesize the given product. (1) Given the product [CH:30]([C:33]1[CH:38]=[C:37]([CH:39]([CH3:40])[CH3:41])[CH:36]=[C:35]([CH:42]([CH3:44])[CH3:43])[C:34]=1[S:45]([O:28][C:25]1[CH:26]=[CH:27][N:22]([C:3]([C:16]2[CH:21]=[CH:20][CH:19]=[CH:18][CH:17]=2)([C:4]2[CH:9]=[CH:8][CH:7]=[CH:6][CH:5]=2)[C:10]2[CH:11]=[CH:12][CH:13]=[CH:14][CH:15]=2)[C:23](=[O:29])[N:24]=1)(=[O:47])=[O:46])([CH3:31])[CH3:32], predict the reactants needed to synthesize it. The reactants are: [H-].[Na+].[C:3]([N:22]1[CH:27]=[CH:26][C:25](=[O:28])[NH:24][C:23]1=[O:29])([C:16]1[CH:21]=[CH:20][CH:19]=[CH:18][CH:17]=1)([C:10]1[CH:15]=[CH:14][CH:13]=[CH:12][CH:11]=1)[C:4]1[CH:9]=[CH:8][CH:7]=[CH:6][CH:5]=1.[CH:30]([C:33]1[CH:38]=[C:37]([CH:39]([CH3:41])[CH3:40])[CH:36]=[C:35]([CH:42]([CH3:44])[CH3:43])[C:34]=1[S:45](Cl)(=[O:47])=[O:46])([CH3:32])[CH3:31].[Cl-].[NH4+]. (2) Given the product [Cl:1][C:2]1[C:3]([F:41])=[C:4]([CH:38]=[CH:39][CH:40]=1)[CH2:5][NH:6][C:7]([C@@H:9]1[CH2:14][C@@H:13]2[C@@H:11]([CH2:12]2)[N:10]1[C:15](=[O:37])[CH2:16][N:17]1[C:25]2[C:20](=[CH:21][C:22]([OH:26])=[CH:23][CH:24]=2)[C:19]([C:34](=[O:36])[CH3:35])=[CH:18]1)=[O:8], predict the reactants needed to synthesize it. The reactants are: [Cl:1][C:2]1[C:3]([F:41])=[C:4]([CH:38]=[CH:39][CH:40]=1)[CH2:5][NH:6][C:7]([C@@H:9]1[CH2:14][C@@H:13]2[C@@H:11]([CH2:12]2)[N:10]1[C:15](=[O:37])[CH2:16][N:17]1[C:25]2[C:20](=[CH:21][C:22]([O:26]CC3C=CC=CC=3)=[CH:23][CH:24]=2)[C:19]([C:34](=[O:36])[CH3:35])=[CH:18]1)=[O:8].C(O)(C(F)(F)F)=O.C1(SC)C=CC=CC=1. (3) The reactants are: [CH3:1][S:2]([N:5]1[CH2:10][CH:9]=[C:8]([C:11]2[CH:12]=[C:13]3[CH:19]=[C:18]([CH:20]4[CH2:25][CH2:24][NH:23][CH2:22][CH2:21]4)[O:17][C:14]3=[CH:15][N:16]=2)[CH2:7][CH2:6]1)(=[O:4])=[O:3].Cl[C:27]1[S:28][C:29]([C:32]([F:35])([F:34])[F:33])=[N:30][N:31]=1.C([O-])([O-])=O.[K+].[K+].CS(C)=O. Given the product [CH:14]([O:17][CH:18]([CH3:20])[CH3:19])([CH3:15])[CH3:13].[CH3:1][S:2]([N:5]1[CH2:6][CH:7]=[C:8]([C:11]2[CH:12]=[C:13]3[CH:19]=[C:18]([CH:20]4[CH2:25][CH2:24][N:23]([C:27]5[S:28][C:29]([C:32]([F:35])([F:34])[F:33])=[N:30][N:31]=5)[CH2:22][CH2:21]4)[O:17][C:14]3=[CH:15][N:16]=2)[CH2:9][CH2:10]1)(=[O:3])=[O:4], predict the reactants needed to synthesize it. (4) Given the product [OH:2][CH:1]([C:3]1[CH:4]=[C:5]([C:11]2[CH:12]=[CH:13][C:14]([C:17]#[N:18])=[CH:15][CH:16]=2)[CH:6]=[CH:7][C:8]=1[O:9][CH3:10])[CH3:19], predict the reactants needed to synthesize it. The reactants are: [CH:1]([C:3]1[CH:4]=[C:5]([C:11]2[CH:16]=[CH:15][C:14]([C:17]#[N:18])=[CH:13][CH:12]=2)[CH:6]=[CH:7][C:8]=1[O:9][CH3:10])=[O:2].[CH3:19][Mg]Br.C(OCC)C.O. (5) Given the product [Br:1][C:2]1[CH:3]=[C:4]2[C:8](=[CH:9][CH:10]=1)[CH2:7][CH:6]([NH:11][C:12](=[O:13])[O:14][C:15]([CH3:18])([CH3:17])[CH3:16])[CH2:5]2, predict the reactants needed to synthesize it. The reactants are: [Br:1][C:2]1[CH:3]=[C:4]2[C:8](=[CH:9][CH:10]=1)[CH2:7][CH:6]([NH2:11])[CH2:5]2.[C:12](O[C:12]([O:14][C:15]([CH3:18])([CH3:17])[CH3:16])=[O:13])([O:14][C:15]([CH3:18])([CH3:17])[CH3:16])=[O:13]. (6) Given the product [OH:6][C:7]1[CH:8]=[C:9]([CH:13]=[CH:14][C:15]=1[I:16])[C:10]([O:12][CH3:17])=[O:11], predict the reactants needed to synthesize it. The reactants are: S(=O)(=O)(O)O.[OH:6][C:7]1[CH:8]=[C:9]([CH:13]=[CH:14][C:15]=1[I:16])[C:10]([OH:12])=[O:11].[CH3:17]O. (7) Given the product [CH3:2][O:3][C:4](=[O:14])[C@H:5]([CH2:7][C:8]1[CH:13]=[CH:12][CH:11]=[CH:10][CH:9]=1)[NH:6][C:36](=[O:35])[C@H:37]([CH3:38])[NH:33][C:22](=[O:32])[CH2:23][CH2:24][CH2:25][CH2:26][CH2:27][CH2:28][CH2:29][CH2:30][CH3:31], predict the reactants needed to synthesize it. The reactants are: Cl.[CH3:2][O:3][C:4](=[O:14])[C@H:5]([CH2:7][C:8]1[CH:13]=[CH:12][CH:11]=[CH:10][CH:9]=1)[NH2:6].CN1CCOCC1.[C:22]([N:33]1[C@@H:37]([CH3:38])[C:36](=O)[O:35]C1=O)(=[O:32])[CH2:23][CH2:24][CH2:25][CH2:26][CH2:27][CH2:28][CH2:29][CH2:30][CH3:31].